Dataset: Full USPTO retrosynthesis dataset with 1.9M reactions from patents (1976-2016). Task: Predict the reactants needed to synthesize the given product. (1) Given the product [C:41]([O:40][C:38]([NH:37][C@H:24]1[C@H:25]([OH:29])[C@@H:26]([CH3:28])[CH2:27][N:22]([C:21]2[CH:20]=[CH:19][N:18]=[CH:17][C:16]=2[N:8]([C:6]([O:5][C:1]([CH3:2])([CH3:4])[CH3:3])=[O:7])[C:9]([O:11][C:12]([CH3:15])([CH3:14])[CH3:13])=[O:10])[CH2:23]1)=[O:39])([CH3:44])([CH3:42])[CH3:43], predict the reactants needed to synthesize it. The reactants are: [C:1]([O:5][C:6]([N:8]([C:16]1[CH:17]=[N:18][CH:19]=[CH:20][C:21]=1[N:22]1[CH2:27][C@H:26]([CH3:28])[C@@H:25]([O:29][Si](C(C)(C)C)(C)C)[C@H:24]([NH:37][C:38]([O:40][C:41]([CH3:44])([CH3:43])[CH3:42])=[O:39])[CH2:23]1)[C:9]([O:11][C:12]([CH3:15])([CH3:14])[CH3:13])=[O:10])=[O:7])([CH3:4])([CH3:3])[CH3:2].[F-].C([N+](CCCC)(CCCC)CCCC)CCC. (2) Given the product [CH3:1][O:2][C:3]([C:5]1[N:6]=[C:7]([CH3:14])[N:8]([CH3:13])[C:9]=1[C:10](=[O:12])[NH:27][CH2:26][CH2:25][C:17]1[N:16]([CH3:15])[C:20]2[CH:21]=[CH:22][CH:23]=[CH:24][C:19]=2[N:18]=1)=[O:4], predict the reactants needed to synthesize it. The reactants are: [CH3:1][O:2][C:3]([C:5]1[N:6]=[C:7]([CH3:14])[N:8]([CH3:13])[C:9]=1[C:10]([OH:12])=O)=[O:4].[CH3:15][N:16]1[C:20]2[CH:21]=[CH:22][CH:23]=[CH:24][C:19]=2[N:18]=[C:17]1[CH2:25][CH2:26][NH2:27].